From a dataset of Full USPTO retrosynthesis dataset with 1.9M reactions from patents (1976-2016). Predict the reactants needed to synthesize the given product. (1) Given the product [NH2:1][CH:2]1[N:7]=[C:6]([N:23]2[CH2:22][CH2:21][N:20]([C:17]3[CH:16]=[CH:15][C:14]([F:13])=[CH:19][CH:18]=3)[CH2:25][CH2:24]2)[C:5]([C:9]#[N:10])=[C:4]([CH3:11])[N:3]1[SH:12], predict the reactants needed to synthesize it. The reactants are: [NH2:1][CH:2]1[N:7]=[C:6](Br)[C:5]([C:9]#[N:10])=[C:4]([CH3:11])[N:3]1[SH:12].[F:13][C:14]1[CH:19]=[CH:18][C:17]([N:20]2[CH2:25][CH2:24][NH:23][CH2:22][CH2:21]2)=[CH:16][CH:15]=1.C(N(C(C)C)C(C)C)C. (2) Given the product [NH2:12][C:5]1[C:6]([C:9]([NH2:11])=[O:10])=[N:7][NH:8][C:4]=1[CH:1]([CH3:3])[CH3:2], predict the reactants needed to synthesize it. The reactants are: [CH:1]([C:4]1[NH:8][N:7]=[C:6]([C:9]([NH2:11])=[O:10])[C:5]=1[N+:12]([O-])=O)([CH3:3])[CH3:2].